From a dataset of Full USPTO retrosynthesis dataset with 1.9M reactions from patents (1976-2016). Predict the reactants needed to synthesize the given product. (1) Given the product [C:26]([Si:13]([C:20]1[CH:21]=[CH:22][CH:23]=[CH:24][CH:25]=1)([C:14]1[CH:15]=[CH:16][CH:17]=[CH:18][CH:19]=1)[O:12][CH:9]1[CH2:10][CH2:11][C:6]2([C:4](=[O:3])[NH:32][CH2:31][CH2:30]2)[CH2:7][CH2:8]1)([CH3:29])([CH3:28])[CH3:27], predict the reactants needed to synthesize it. The reactants are: C([O:3][C:4]([C:6]1([CH2:30][C:31]#[N:32])[CH2:11][CH2:10][CH:9]([O:12][Si:13]([C:26]([CH3:29])([CH3:28])[CH3:27])([C:20]2[CH:25]=[CH:24][CH:23]=[CH:22][CH:21]=2)[C:14]2[CH:19]=[CH:18][CH:17]=[CH:16][CH:15]=2)[CH2:8][CH2:7]1)=O)C.O.[BH4-].[Na+].[OH-].[NH4+]. (2) Given the product [F:39][C:29]([F:28])([F:38])[C:30]1[CH:31]=[C:32]([CH:33]=[CH:34][C:35]=1[F:36])[O:37][C:2]1[N:7]=[C:6]([C:8]2[CH:13]=[CH:12][C:11]([Cl:14])=[C:10]([Cl:15])[CH:9]=2)[C:5]([Cl:16])=[CH:4][N:3]=1, predict the reactants needed to synthesize it. The reactants are: Cl[C:2]1[N:7]=[C:6]([C:8]2[CH:13]=[CH:12][C:11]([Cl:14])=[C:10]([Cl:15])[CH:9]=2)[C:5]([Cl:16])=[CH:4][N:3]=1.CN(C)C.C1(C)C=CC=CC=1.[F:28][C:29]([F:39])([F:38])[C:30]1[CH:31]=[C:32]([OH:37])[CH:33]=[CH:34][C:35]=1[F:36].